From a dataset of Forward reaction prediction with 1.9M reactions from USPTO patents (1976-2016). Predict the product of the given reaction. Given the reactants [OH:1][CH2:2][C:3]1[CH:8]=[CH:7][C:6]([CH2:9][CH2:10][CH2:11][C:12]2[N:13]=[C:14]([NH:17][C:18](=[O:20])[CH3:19])[S:15][CH:16]=2)=[CH:5][CH:4]=1, predict the reaction product. The product is: [CH:2]([C:3]1[CH:4]=[CH:5][C:6]([CH2:9][CH2:10][CH2:11][C:12]2[N:13]=[C:14]([NH:17][C:18](=[O:20])[CH3:19])[S:15][CH:16]=2)=[CH:7][CH:8]=1)=[O:1].